From a dataset of Forward reaction prediction with 1.9M reactions from USPTO patents (1976-2016). Predict the product of the given reaction. The product is: [CH3:35][C:10]1[C:9](=[O:8])[C:18]2[C:13](=[CH:14][CH:15]=[CH:16][CH:17]=2)[NH:12][C:11]=1[CH2:19][O:20][C:21]1[CH:26]=[CH:25][CH:24]=[C:23]([O:27][CH2:28][CH:29]2[CH2:34][CH2:33][O:32][CH2:31][CH2:30]2)[CH:22]=1. Given the reactants C([O:8][C:9]1[C:18]2[C:13](=[CH:14][CH:15]=[CH:16][CH:17]=2)[N:12]=[C:11]([CH2:19][O:20][C:21]2[CH:26]=[CH:25][CH:24]=[C:23]([O:27][CH2:28][CH:29]3[CH2:34][CH2:33][O:32][CH2:31][CH2:30]3)[CH:22]=2)[C:10]=1[CH3:35])C1C=CC=CC=1, predict the reaction product.